Predict the product of the given reaction. From a dataset of Forward reaction prediction with 1.9M reactions from USPTO patents (1976-2016). (1) Given the reactants [CH2:1]([O:4][C:5]1[CH:10]=[C:9]([CH3:11])[CH:8]=[CH:7][C:6]=1[C:12]1[C:17]([CH:18]([OH:24])[C:19]([O:21][CH2:22][CH3:23])=[O:20])=[C:16]([CH3:25])[N:15]=[C:14]2[S:26][C:27]3[CH2:32][CH2:31][CH2:30][CH2:29][C:28]=3[C:13]=12)[CH:2]=[CH2:3].C(O[C:37]([CH3:40])([CH3:39])[CH3:38])(=O)C.S(=O)(=O)(O)O, predict the reaction product. The product is: [CH2:1]([O:4][C:5]1[CH:10]=[C:9]([CH3:11])[CH:8]=[CH:7][C:6]=1[C:12]1[C:17]([CH:18]([O:24][C:37]([CH3:40])([CH3:39])[CH3:38])[C:19]([O:21][CH2:22][CH3:23])=[O:20])=[C:16]([CH3:25])[N:15]=[C:14]2[S:26][C:27]3[CH2:32][CH2:31][CH2:30][CH2:29][C:28]=3[C:13]=12)[CH:2]=[CH2:3]. (2) Given the reactants [NH2:1][C:2]1[CH:3]([CH2:8][C:9]2[CH:14]=[CH:13][CH:12]=[CH:11][C:10]=2[Cl:15])[C:4](=[O:7])[NH:5][N:6]=1.O=[C:17]([C:24]1[CH:29]=[CH:28][N:27]=[CH:26][CH:25]=1)[CH2:18][C:19](OCC)=[O:20], predict the reaction product. The product is: [Cl:15][C:10]1[CH:11]=[CH:12][CH:13]=[CH:14][C:9]=1[CH2:8][C:3]1[C:4]([OH:7])=[N:5][N:6]2[C:19](=[O:20])[CH:18]=[C:17]([C:24]3[CH:29]=[CH:28][N:27]=[CH:26][CH:25]=3)[NH:1][C:2]=12. (3) Given the reactants C[C@@H]1[C@H:20](O)[C@@H:19](C)[C:17](=[O:18])[C:16]([CH3:24])([CH3:23])[C@@H:15]([OH:25])[CH2:14][C:12](=[O:13])[O:11][C@H](/C(/C)=C/C2N=C(C)SC=2)C[C@@H]2O[C@]2(C)CCC1.N1CCCCC1.C(Cl)Cl.CC(C)=O, predict the reaction product. The product is: [CH3:24][C:16]([CH3:23])([C:17](=[O:18])[CH2:19][CH3:20])[C@@H:15]([OH:25])[CH2:14][C:12]([OH:13])=[O:11]. (4) Given the reactants Cl.Cl.[Cl:3][C:4]1[C:5]([CH3:40])=[C:6]([NH:10][C:11]([C:13]2[C:21]3[N:20]=[C:19]([C@@H:22]4[CH2:26][CH2:25][CH2:24][NH:23]4)[NH:18][C:17]=3[CH:16]=[C:15]([NH:27][C:28]([C:30]3[CH:35]=[CH:34][CH:33]=[CH:32][C:31]=3[C:36]([F:39])([F:38])[F:37])=[O:29])[CH:14]=2)=[O:12])[CH:7]=[CH:8][CH:9]=1.C=O.B.N1C=CC=C[C:45]=1C, predict the reaction product. The product is: [Cl:3][C:4]1[C:5]([CH3:40])=[C:6]([NH:10][C:11]([C:13]2[C:21]3[N:20]=[C:19]([C@@H:22]4[CH2:26][CH2:25][CH2:24][N:23]4[CH3:45])[NH:18][C:17]=3[CH:16]=[C:15]([NH:27][C:28]([C:30]3[CH:35]=[CH:34][CH:33]=[CH:32][C:31]=3[C:36]([F:39])([F:37])[F:38])=[O:29])[CH:14]=2)=[O:12])[CH:7]=[CH:8][CH:9]=1.